This data is from Reaction yield outcomes from USPTO patents with 853,638 reactions. The task is: Predict the reaction yield, written as a fraction of the theoretical maximum amount of product (1.0 means a 100% yield; for example, 0.34 means a 34% yield). (1) The reactants are [C:1]([C:5]1[O:9][N:8]=[C:7]([NH:10][C:11](=[O:17])[O:12][C:13]([CH3:16])([CH3:15])[CH3:14])[CH:6]=1)([CH3:4])([CH3:3])[CH3:2].C([Li])CCC.[F:23]N1C(=O)CCC1=O. The catalyst is O1CCCC1. The product is [C:13]([O:12][C:11](=[O:17])[NH:10][C:7]1[C:6]([F:23])=[C:5]([C:1]([CH3:4])([CH3:2])[CH3:3])[O:9][N:8]=1)([CH3:16])([CH3:15])[CH3:14]. The yield is 0.776. (2) The reactants are C([O:8][C:9]1[C:10](=[O:21])[CH:11]=[C:12]([CH3:20])[N:13]([CH2:15][C:16]([F:19])([F:18])[F:17])[CH:14]=1)C1C=CC=CC=1.[ClH:22]. The catalyst is C(O)(C)C. The product is [ClH:22].[OH:8][C:9]1[C:10](=[O:21])[CH:11]=[C:12]([CH3:20])[N:13]([CH2:15][C:16]([F:17])([F:18])[F:19])[CH:14]=1. The yield is 0.650. (3) The reactants are [CH2:1]([N:3]([CH2:20][CH3:21])[CH2:4][CH2:5][N:6]1[CH2:12][CH2:11][CH2:10][C:9]2[NH:13][C:14]([CH:17]=O)=[C:15]([CH3:16])[C:8]=2[C:7]1=[O:19])[CH3:2].[CH3:22][O:23][C:24]1[CH:32]=[C:31]2[C:27]([CH2:28][C:29](=[O:33])[NH:30]2)=[CH:26][CH:25]=1. No catalyst specified. The product is [CH2:1]([N:3]([CH2:20][CH3:21])[CH2:4][CH2:5][N:6]1[CH2:12][CH2:11][CH2:10][C:9]2[NH:13][C:14]([CH:17]=[C:28]3[C:27]4[C:31](=[CH:32][C:24]([O:23][CH3:22])=[CH:25][CH:26]=4)[NH:30][C:29]3=[O:33])=[C:15]([CH3:16])[C:8]=2[C:7]1=[O:19])[CH3:2]. The yield is 0.527. (4) The reactants are [CH3:1][N:2]1[C:10]2[C:5](=[CH:6][C:7]([NH:11][C:12]([NH:14][C:15]3[CH:16]=[C:17]([CH:28]=[CH:29][CH:30]=3)[O:18][C:19]3[CH:24]=[CH:23][N:22]=[C:21]([C:25](O)=[O:26])[CH:20]=3)=[O:13])=[CH:8][CH:9]=2)[CH:4]=[N:3]1.[NH2:31][N:32]1[CH2:37][CH2:36][O:35][CH2:34][CH2:33]1.C1C=CC2N(O)N=NC=2C=1.CCN=C=NCCCN(C)C.Cl.CN1CCOCC1. The catalyst is CN(C=O)C. The product is [CH3:1][N:2]1[C:10]2[C:5](=[CH:6][C:7]([NH:11][C:12]([NH:14][C:15]3[CH:16]=[C:17]([CH:28]=[CH:29][CH:30]=3)[O:18][C:19]3[CH:24]=[CH:23][N:22]=[C:21]([C:25]([NH:31][N:32]4[CH2:37][CH2:36][O:35][CH2:34][CH2:33]4)=[O:26])[CH:20]=3)=[O:13])=[CH:8][CH:9]=2)[CH:4]=[N:3]1. The yield is 0.440. (5) The reactants are [CH2:1]([C:3]1[C:8](=[O:9])[NH:7][C:6]([CH3:10])=[C:5]([C:11]2[S:15][C:14]([S:16](Cl)(=[O:18])=[O:17])=[CH:13][CH:12]=2)[CH:4]=1)[CH3:2].[F:20][C:21]([F:31])([F:30])[C:22]1[CH:29]=[CH:28][C:25]([CH2:26][NH2:27])=[CH:24][CH:23]=1. No catalyst specified. The product is [F:20][C:21]([F:30])([F:31])[C:22]1[CH:29]=[CH:28][C:25]([CH2:26][NH:27][S:16]([C:14]2[S:15][C:11]([C:5]3[CH:4]=[C:3]([CH2:1][CH3:2])[C:8](=[O:9])[NH:7][C:6]=3[CH3:10])=[CH:12][CH:13]=2)(=[O:18])=[O:17])=[CH:24][CH:23]=1. The yield is 0.440. (6) The reactants are [CH3:1][O:2][C:3](=[O:37])[C@@H:4]([NH:11][C:12](=[O:36])[C:13]1[CH:18]=[CH:17][C:16]([C:19]#[C:20]/[CH:21]=[CH:22]/[C:23](/[CH3:35])=[CH:24]/[CH:25]=[C:26](\[CH3:34])/[CH2:27][N:28]2[CH2:33][CH2:32][O:31][CH2:30][CH2:29]2)=[CH:15][CH:14]=1)[CH2:5][NH:6][C:7](=[O:10])[CH2:8]Br.[CH:38]1([NH2:41])[CH2:40][CH2:39]1. The catalyst is C(Cl)Cl. The product is [CH3:1][O:2][C:3](=[O:37])[C@@H:4]([NH:11][C:12](=[O:36])[C:13]1[CH:18]=[CH:17][C:16]([C:19]#[C:20]/[CH:21]=[CH:22]/[C:23]2[CH:35]=[CH:34][C:26]([CH2:27][N:28]3[CH2:33][CH2:32][O:31][CH2:30][CH2:29]3)=[CH:25][CH:24]=2)=[CH:15][CH:14]=1)[CH2:5][NH:6][C:7](=[O:10])[CH2:8][NH:41][CH:38]1[CH2:40][CH2:39]1. The yield is 0.360.